From a dataset of Catalyst prediction with 721,799 reactions and 888 catalyst types from USPTO. Predict which catalyst facilitates the given reaction. (1) Reactant: [C:1]([Si:5]([CH3:23])([CH3:22])[O:6][C@@H:7]([CH3:21])[CH2:8][O:9][N:10]1C(=O)C2C(=CC=CC=2)C1=O)([CH3:4])([CH3:3])[CH3:2].CNN. Product: [C:1]([Si:5]([CH3:23])([CH3:22])[O:6][C@@H:7]([CH3:21])[CH2:8][O:9][NH2:10])([CH3:3])([CH3:4])[CH3:2]. The catalyst class is: 2. (2) Reactant: [CH2:1]([N:5]1[C:9]([CH3:10])=[CH:8][C:7]([C:11]#[N:12])=[N:6]1)[CH2:2][CH2:3][CH3:4].C([O-])(=O)C.[K+].[Br:18]Br. Product: [Br:18][C:8]1[C:7]([C:11]#[N:12])=[N:6][N:5]([CH2:1][CH2:2][CH2:3][CH3:4])[C:9]=1[CH3:10]. The catalyst class is: 15. (3) The catalyst class is: 12. Reactant: [Br:1]Br.[N+:3]([C:6]1[CH:11]=[CH:10][C:9]([NH2:12])=[CH:8][C:7]=1[NH2:13])([O-:5])=[O:4]. Product: [BrH:1].[BrH:1].[Br:1][C:10]1[CH:11]=[C:6]([N+:3]([O-:5])=[O:4])[C:7]([NH2:13])=[CH:8][C:9]=1[NH2:12]. (4) Reactant: [CH2:1]([O:8][C:9]1[C:14]([O:15][CH2:16][C:17]2[CH:22]=[CH:21][CH:20]=[CH:19][CH:18]=2)=[C:13]([C:23]([NH:25][CH2:26][C:27]2[CH:32]=[CH:31][C:30]([F:33])=[CH:29][CH:28]=2)=[O:24])[N:12]=[C:11]([C:34]([OH:36])=O)[CH:10]=1)[C:2]1[CH:7]=[CH:6][CH:5]=[CH:4][CH:3]=1.[CH3:37][CH2:38][N:39](CC)CC.C1[N:49](P(Cl)(N2C(=O)OCC2)=O)C(=O)OC1.O=P(Cl)(Cl)Cl.[OH-].[Na+]. Product: [CH2:16]([O:15][C:14]1[C:13]([C:23]([NH:25][CH2:26][C:27]2[CH:32]=[CH:31][C:30]([F:33])=[CH:29][CH:28]=2)=[O:24])=[N:12][C:11]([C:34]2[O:36][C:38]([CH3:37])=[N:39][N:49]=2)=[CH:10][C:9]=1[O:8][CH2:1][C:2]1[CH:7]=[CH:6][CH:5]=[CH:4][CH:3]=1)[C:17]1[CH:22]=[CH:21][CH:20]=[CH:19][CH:18]=1. The catalyst class is: 2. (5) Reactant: [C:1]1([C@@H:7]([OH:9])[CH3:8])[CH:6]=[CH:5][CH:4]=[CH:3][CH:2]=1.C1(P(C2C=CC=CC=2)C2C=CC=CC=2)C=CC=CC=1.[N+:29]([C:32]1[CH:40]=[CH:39][C:35]([C:36](O)=[O:37])=[CH:34][CH:33]=1)([O-:31])=[O:30].COCCOC(N=NC(OCCOC)=O)=O. Product: [N+:29]([C:32]1[CH:33]=[CH:34][C:35]([C:36]([O:9][C@@H:7]([C:1]2[CH:6]=[CH:5][CH:4]=[CH:3][CH:2]=2)[CH3:8])=[O:37])=[CH:39][CH:40]=1)([O-:31])=[O:30].[C:1]1([C@@H:7]([OH:9])[CH3:8])[CH:6]=[CH:5][CH:4]=[CH:3][CH:2]=1. The catalyst class is: 20. (6) Reactant: [C:1](Cl)(=[O:4])[CH:2]=[CH2:3].[NH2:6][C:7]1[CH:12]=[CH:11][C:10]([CH2:13][C@H:14]([NH:19][C:20]([O:22][CH2:23][C:24]2[CH:29]=[CH:28][CH:27]=[CH:26][CH:25]=2)=O)[C:15]([O:17][CH3:18])=[O:16])=[CH:9][CH:8]=1.C(N(C(C)C)CC)(C)C. Product: [C:1]([NH:6][C:7]1[CH:8]=[CH:9][C:10]([CH2:13][C@H:14]([NH:19][CH2:20][O:22][CH2:23][C:24]2[CH:25]=[CH:26][CH:27]=[CH:28][CH:29]=2)[C:15]([O:17][CH3:18])=[O:16])=[CH:11][CH:12]=1)(=[O:4])[CH:2]=[CH2:3]. The catalyst class is: 1.